Dataset: Peptide-MHC class II binding affinity with 134,281 pairs from IEDB. Task: Regression. Given a peptide amino acid sequence and an MHC pseudo amino acid sequence, predict their binding affinity value. This is MHC class II binding data. (1) The peptide sequence is DIDLGRNEVVNDVST. The MHC is DRB1_1302 with pseudo-sequence DRB1_1302. The binding affinity (normalized) is 0.801. (2) The peptide sequence is IKEKGKDKWIELKES. The MHC is HLA-DQA10401-DQB10402 with pseudo-sequence HLA-DQA10401-DQB10402. The binding affinity (normalized) is 0.0242.